Dataset: TCR-epitope binding with 47,182 pairs between 192 epitopes and 23,139 TCRs. Task: Binary Classification. Given a T-cell receptor sequence (or CDR3 region) and an epitope sequence, predict whether binding occurs between them. (1) The epitope is LPPAYTNSF. The TCR CDR3 sequence is CASSTGDSYNSPLHF. Result: 1 (the TCR binds to the epitope). (2) The epitope is WICLLQFAY. The TCR CDR3 sequence is CAWSVSEQFF. Result: 0 (the TCR does not bind to the epitope). (3) The epitope is IVDTVSALV. The TCR CDR3 sequence is CASSFGTAEAFF. Result: 0 (the TCR does not bind to the epitope). (4) The epitope is TLVPQEHYV. The TCR CDR3 sequence is CASSPLAGVADTQYF. Result: 0 (the TCR does not bind to the epitope). (5) The epitope is GILGFVFTL. The TCR CDR3 sequence is CASSPSRASGANVLTF. Result: 0 (the TCR does not bind to the epitope). (6) The epitope is YVFCTVNAL. The TCR CDR3 sequence is CASSLEPGTSRYNEQFF. Result: 1 (the TCR binds to the epitope). (7) The epitope is FPRPWLHGL. The TCR CDR3 sequence is CASSEFPAGVYEQFF. Result: 0 (the TCR does not bind to the epitope). (8) The epitope is PROT_97E67BCC. The TCR CDR3 sequence is CSARGIFDNSDTQYF. Result: 0 (the TCR does not bind to the epitope). (9) The epitope is YFPLQSYGF. The TCR CDR3 sequence is CASNLGPGNYGYTF. Result: 1 (the TCR binds to the epitope). (10) The epitope is PKYVKQNTLKLAT. The TCR CDR3 sequence is CSASLGTGQETQYF. Result: 1 (the TCR binds to the epitope).